From a dataset of Full USPTO retrosynthesis dataset with 1.9M reactions from patents (1976-2016). Predict the reactants needed to synthesize the given product. Given the product [CH3:1][C:2]1[CH:3]=[CH:4][C:5]([NH:12][C:13]2[N:18]=[C:17]([N:19]([C:21]3[CH:22]=[CH:23][C:24]4[C:28](=[N:27][N:26]([CH3:30])[C:25]=4[CH3:31])[CH:29]=3)[CH3:20])[CH:16]=[CH:15][N:14]=2)=[CH:6][C:7]=1[S:8]([NH2:11])(=[O:9])=[O:10].[ClH:32], predict the reactants needed to synthesize it. The reactants are: [CH3:1][C:2]1[CH:3]=[CH:4][C:5]([NH:12][C:13]2[N:18]=[C:17]([N:19]([C:21]3[CH:22]=[CH:23][C:24]4[C:28]([CH:29]=3)=[N:27][N:26]([CH3:30])[C:25]=4[CH3:31])[CH3:20])[CH:16]=[CH:15][N:14]=2)=[CH:6][C:7]=1[S:8]([NH2:11])(=[O:10])=[O:9].[ClH:32].O.P([O-])([O-])([O-])=O.[Na+].[Na+].[Na+].[OH-].[Na+].